From a dataset of Full USPTO retrosynthesis dataset with 1.9M reactions from patents (1976-2016). Predict the reactants needed to synthesize the given product. (1) Given the product [OH:11][C:10]1[N:5]([CH2:1][CH2:2][CH3:3])[C:6](=[O:20])[N:7]([CH2:13][C:14]2[CH:15]=[CH:16][CH:17]=[CH:18][CH:19]=2)[C:8](=[O:12])[C:9]=1[C:31]([NH:30][CH2:33][C:34]([OH:36])=[O:35])=[O:32], predict the reactants needed to synthesize it. The reactants are: [CH2:1]([N:5]1[C:10](=[O:11])[CH2:9][C:8](=[O:12])[N:7]([CH2:13][C:14]2[CH:19]=[CH:18][CH:17]=[CH:16][CH:15]=2)[C:6]1=[O:20])[CH2:2][CH2:3]C.C(N(C(C)C)CC)(C)C.[N:30]([CH2:33][C:34]([O:36]CC)=[O:35])=[C:31]=[O:32]. (2) The reactants are: [Br:1][C:2]1[N:7]=[C:6]([C:8]([NH:10][C:11]2[CH:12]=[N:13][CH:14]=[CH:15][C:16]=2[OH:17])=O)[C:5]([NH2:18])=[N:4][CH:3]=1.C1(P(C2C=CC=CC=2)C2C=CC=CC=2)C=CC=CC=1.C(N(CC)CC)C.[Cl:45][C:46]([Cl:52])([Cl:51])[C:47]([Cl:50])([Cl:49])[Cl:48]. Given the product [Cl:45][C:46]([Cl:52])([Cl:51])[C:47]([Cl:50])([Cl:49])[Cl:48].[Br:1][C:2]1[N:7]=[C:6]([C:8]2[O:17][C:16]3[CH:15]=[CH:14][N:13]=[CH:12][C:11]=3[N:10]=2)[C:5]([NH2:18])=[N:4][CH:3]=1, predict the reactants needed to synthesize it. (3) Given the product [NH2:19][C:2]1[N:10]=[CH:9][N:8]=[C:7]2[C:3]=1[NH:4][CH:5]=[N:6]2, predict the reactants needed to synthesize it. The reactants are: Cl[C:2]1[N:10]=[CH:9][N:8]=[C:7]2[C:3]=1[NH:4][CH:5]=[N:6]2.P(C1C=CC([N:19](CCC)CCC)=CC=1)(O)(O)=O.P([O-])([O-])([O-])=O.[K+].[K+].[K+]. (4) Given the product [F:13][C:11]1[CH:10]=[C:4]([CH:3]=[C:2]([B:17]2[O:18][C:19]([CH3:21])([CH3:20])[C:15]([CH3:31])([CH3:14])[O:16]2)[CH:12]=1)[C:5]([O:7][CH2:8][CH3:9])=[O:6], predict the reactants needed to synthesize it. The reactants are: Br[C:2]1[CH:3]=[C:4]([CH:10]=[C:11]([F:13])[CH:12]=1)[C:5]([O:7][CH2:8][CH3:9])=[O:6].[CH3:14][C:15]1([CH3:31])[C:19]([CH3:21])([CH3:20])[O:18][B:17]([B:17]2[O:18][C:19]([CH3:21])([CH3:20])[C:15]([CH3:31])([CH3:14])[O:16]2)[O:16]1.C(O[K])(C)=O. (5) Given the product [C:26]([O:30][C:31](=[O:43])[CH2:32][O:33][C:34]1[CH:39]=[CH:38][C:37]([Cl:40])=[CH:36][C:35]=1[C:41]#[C:42][C:45]1[CH:46]=[C:47]([CH2:48][OH:49])[CH:50]=[CH:51][C:52]=1[F:53])([CH3:29])([CH3:28])[CH3:27], predict the reactants needed to synthesize it. The reactants are: C(OC(=O)COC1C=CC(Cl)=CC=1C#CC1C=NC=CC=1C)(C)(C)C.[C:26]([O:30][C:31](=[O:43])[CH2:32][O:33][C:34]1[CH:39]=[CH:38][C:37]([Cl:40])=[CH:36][C:35]=1[C:41]#[CH:42])([CH3:29])([CH3:28])[CH3:27].Br[C:45]1[CH:46]=[C:47]([CH:50]=[CH:51][C:52]=1[F:53])[CH2:48][OH:49].